This data is from Catalyst prediction with 721,799 reactions and 888 catalyst types from USPTO. The task is: Predict which catalyst facilitates the given reaction. (1) Reactant: [Cl:1][C:2]1[C:11]2[C:6](=[CH:7][C:8]3[CH:15]=[C:14]([O:16][CH2:17][CH2:18][N:19]4[CH2:24][CH2:23][O:22][CH2:21][CH2:20]4)[C:13]([O:25][CH3:26])=[CH:12][C:9]=3[CH:10]=2)[N:5]=[CH:4][N:3]=1.[Cl:27][C:28]1[CH:34]=[C:33]([Cl:35])[C:32]([O:36][CH3:37])=[CH:31][C:29]=1[NH2:30].Cl.N1C=CC=CC=1. Product: [ClH:1].[ClH:27].[Cl:27][C:28]1[CH:34]=[C:33]([Cl:35])[C:32]([O:36][CH3:37])=[CH:31][C:29]=1[NH:30][C:2]1[C:11]2[C:6](=[CH:7][C:8]3[CH:15]=[C:14]([O:16][CH2:17][CH2:18][N:19]4[CH2:20][CH2:21][O:22][CH2:23][CH2:24]4)[C:13]([O:25][CH3:26])=[CH:12][C:9]=3[CH:10]=2)[N:5]=[CH:4][N:3]=1. The catalyst class is: 32. (2) Reactant: [CH2:1]([O:3][C:4]1[CH:9]=[C:8]([OH:10])[CH:7]=[CH:6][C:5]=1[CH2:11][CH2:12][C:13]([O:15][CH3:16])=[O:14])[CH3:2].[H-].[Na+].Cl[C:20]1[CH:25]=[CH:24][C:23]([C:26]([F:29])([F:28])[F:27])=[CH:22][N:21]=1.O. Product: [CH2:1]([O:3][C:4]1[CH:9]=[C:8]([O:10][C:20]2[CH:25]=[CH:24][C:23]([C:26]([F:29])([F:28])[F:27])=[CH:22][N:21]=2)[CH:7]=[CH:6][C:5]=1[CH2:11][CH2:12][C:13]([O:15][CH3:16])=[O:14])[CH3:2]. The catalyst class is: 9. (3) Reactant: [F:1][C:2]1[CH:7]=[C:6]([C:8]2[N:12](O)[CH:11]=[N:10][C:9]=2[C:14]2[CH:15]=[N:16][CH:17]=[CH:18][CH:19]=2)[CH:5]=[CH:4][N:3]=1.P(Cl)(Cl)([Cl:22])=O. Product: [Cl:22][C:11]1[NH:12][C:8]([C:6]2[CH:5]=[CH:4][N:3]=[C:2]([F:1])[CH:7]=2)=[C:9]([C:14]2[CH:15]=[N:16][CH:17]=[CH:18][CH:19]=2)[N:10]=1. The catalyst class is: 22. (4) Reactant: Cl.[F:2][C:3]1([F:9])[CH2:8][CH2:7][NH:6][CH2:5][CH2:4]1.Cl[CH2:11][C:12]([OH:14])=O.C(Cl)C[Cl:17]. Product: [F:2][C:3]1([F:9])[CH2:8][CH2:7][N:6]([CH2:11][C:12]([Cl:17])=[O:14])[CH2:5][CH2:4]1. The catalyst class is: 64. (5) Reactant: [N+:1]([C:4]1[CH:9]=[CH:8][C:7]([C:10]2[NH:11][CH:12]=[CH:13][N:14]=2)=[CH:6][CH:5]=1)([O-])=O. Product: [NH:11]1[CH:12]=[CH:13][N:14]=[C:10]1[C:7]1[CH:8]=[CH:9][C:4]([NH2:1])=[CH:5][CH:6]=1. The catalyst class is: 29. (6) Reactant: [OH:1][CH2:2][C@@H:3]1[CH2:7][CH2:6][CH2:5][NH:4]1.[C:8](Cl)(=[O:15])[C:9]1[CH:14]=[CH:13][CH:12]=[CH:11][CH:10]=1.C(=O)([O-])O.[Na+]. Product: [C:8]([N:4]1[CH2:5][CH2:6][CH2:7][C@H:3]1[CH2:2][OH:1])(=[O:15])[C:9]1[CH:14]=[CH:13][CH:12]=[CH:11][CH:10]=1. The catalyst class is: 46. (7) Reactant: [F:1][C:2]([F:26])([F:25])[O:3][C:4]1[CH:9]=[CH:8][C:7]([N:10]2[CH:14]=[N:13][C:12]([C:15]3[CH:20]=[CH:19][C:18]([CH:21]4[CH2:23][CH:22]4[NH2:24])=[CH:17][CH:16]=3)=[N:11]2)=[CH:6][CH:5]=1.CCN(CC)CC.[C:34]1([N:40]=[C:41]=[S:42])[CH:39]=[CH:38][CH:37]=[CH:36][CH:35]=1. Product: [C:34]1([NH:40][C:41]([NH:24][CH:22]2[CH2:23][CH:21]2[C:18]2[CH:19]=[CH:20][C:15]([C:12]3[N:13]=[CH:14][N:10]([C:7]4[CH:6]=[CH:5][C:4]([O:3][C:2]([F:1])([F:25])[F:26])=[CH:9][CH:8]=4)[N:11]=3)=[CH:16][CH:17]=2)=[S:42])[CH:39]=[CH:38][CH:37]=[CH:36][CH:35]=1. The catalyst class is: 1. (8) Reactant: [CH3:1][O:2][C:3]([C:5]1[CH:10]=[CH:9][C:8]([CH:11]([CH3:17])[C:12](=[CH2:16])[C:13]([OH:15])=O)=[CH:7][CH:6]=1)=[O:4].CN(C(ON1N=NC2C=CC=NC1=2)=[N+](C)C)C.F[P-](F)(F)(F)(F)F.[NH2:42][C:43]1[C:48]([Br:49])=[CH:47][CH:46]=[CH:45][N+:44]=1[O-:50].C(N(C(C)C)CC)(C)C. Product: [Br:49][C:48]1[C:43]([NH:42][C:13](=[O:15])[C:12](=[CH2:16])[CH:11]([C:8]2[CH:7]=[CH:6][C:5]([C:3]([O:2][CH3:1])=[O:4])=[CH:10][CH:9]=2)[CH3:17])=[N+:44]([O-:50])[CH:45]=[CH:46][CH:47]=1. The catalyst class is: 3. (9) Reactant: [S:1]1[CH2:7][C:5](=[O:6])[N:4]([CH2:8][C:9]([OH:11])=[O:10])[C:2]1=[S:3].[O:12]([C:19]1[CH:26]=[CH:25][C:22]([CH:23]=O)=[CH:21][CH:20]=1)[C:13]1[CH:18]=[CH:17][CH:16]=[CH:15][CH:14]=1.C(N(CC)CC)C. Product: [O:6]=[C:5]1[C:7](=[CH:23][C:22]2[CH:25]=[CH:26][C:19]([O:12][C:13]3[CH:14]=[CH:15][CH:16]=[CH:17][CH:18]=3)=[CH:20][CH:21]=2)[S:1][C:2](=[S:3])[N:4]1[CH2:8][C:9]([OH:11])=[O:10]. The catalyst class is: 10.